From a dataset of Catalyst prediction with 721,799 reactions and 888 catalyst types from USPTO. Predict which catalyst facilitates the given reaction. (1) Reactant: [O:1]=[C:2]1[CH2:3][N:4]([C:9]([O:11][C:12]([CH3:15])([CH3:14])[CH3:13])=[O:10])[CH2:5][CH2:6][CH:7]=[CH:8]1.[CH3:16][O:17][C:18]1[CH:23]=[CH:22][C:21]([CH2:24][OH:25])=[CH:20][CH:19]=1.C1CCN2C(=NCCC2)CC1. Product: [CH3:16][O:17][C:18]1[CH:23]=[CH:22][C:21]([CH2:24][O:25][CH:7]2[CH2:6][CH2:5][N:4]([C:9]([O:11][C:12]([CH3:15])([CH3:14])[CH3:13])=[O:10])[CH2:3][C:2](=[O:1])[CH2:8]2)=[CH:20][CH:19]=1. The catalyst class is: 10. (2) Reactant: C([N:8]1[CH2:12][C@H:11]([C:13]2[CH:18]=[CH:17][C:16]([F:19])=[CH:15][CH:14]=2)[C@@H:10]([C@@H:20]([O:22][C:23]2[CH:28]=[CH:27][C:26]([Cl:29])=[CH:25][N:24]=2)[CH3:21])[CH2:9]1)C1C=CC=CC=1.ClC(OC(Cl)C)=O.CCN(C(C)C)C(C)C. Product: [Cl:29][C:26]1[CH:27]=[CH:28][C:23]([O:22][C@H:20]([C@@H:10]2[C@@H:11]([C:13]3[CH:14]=[CH:15][C:16]([F:19])=[CH:17][CH:18]=3)[CH2:12][NH:8][CH2:9]2)[CH3:21])=[N:24][CH:25]=1. The catalyst class is: 11.